Dataset: Retrosynthesis with 50K atom-mapped reactions and 10 reaction types from USPTO. Task: Predict the reactants needed to synthesize the given product. (1) The reactants are: O=[N+]([O-])c1ccc(F)cc1.Oc1ccc(Cl)cc1C1CCCCC1. Given the product O=[N+]([O-])c1ccc(Oc2ccc(Cl)cc2C2CCCCC2)cc1, predict the reactants needed to synthesize it. (2) Given the product COc1cc(NC(=O)OC(C)(C)C)c(NC(=O)CC(=O)c2cccc(-n3cnnc3)c2)cc1-c1ccccc1F, predict the reactants needed to synthesize it. The reactants are: CCOC(=O)CC(=O)c1cccc(-n2cnnc2)c1.COc1cc(NC(=O)OC(C)(C)C)c(N)cc1-c1ccccc1F.